This data is from Reaction yield outcomes from USPTO patents with 853,638 reactions. The task is: Predict the reaction yield, written as a fraction of the theoretical maximum amount of product (1.0 means a 100% yield; for example, 0.34 means a 34% yield). (1) The reactants are Br[CH:2]1[CH:7](O)[CH:6]=[C:5]([C:9]2[CH:14]=[CH:13][N:12]=[CH:11][C:10]=2[N+:15]([O-:17])=[O:16])[CH2:4][CH:3]1[CH3:18].CC(C)([O-:22])C.[K+].[Cl-].[NH4+].[N-:27]=[N+:28]=[N-:29].[Na+]. The catalyst is C1COCC1.O. The product is [N:27]([CH:7]1[CH:6]=[C:5]([C:9]2[CH:14]=[CH:13][N:12]=[CH:11][C:10]=2[N+:15]([O-:17])=[O:16])[CH2:4][CH:3]([CH3:18])[CH:2]1[OH:22])=[N+:28]=[N-:29]. The yield is 0.550. (2) The reactants are [NH2:1][C@@H:2]([CH3:29])[C:3]([NH:5][C:6]1[CH:11]=[CH:10][C:9]([F:12])=[CH:8][C:7]=1[NH:13][C@H:14]1[CH2:19][CH2:18][CH2:17][N:16]([CH2:20][CH2:21][O:22][C:23](=[O:28])[C:24]([CH3:27])([CH3:26])[CH3:25])[CH2:15]1)=[O:4].Cl[C:31]1[N:39]=[CH:38][N:37]=[C:36]2[C:32]=1[N:33]=[CH:34][N:35]2[CH:40]1[CH2:45][CH2:44][CH2:43][CH2:42][O:41]1.CCN(C(C)C)C(C)C. The catalyst is C(O)CCC. The product is [F:12][C:9]1[CH:10]=[CH:11][C:6]([NH:5][C:3](=[O:4])[C@@H:2]([NH:1][C:31]2[N:39]=[CH:38][N:37]=[C:36]3[C:32]=2[N:33]=[CH:34][N:35]3[CH:40]2[CH2:45][CH2:44][CH2:43][CH2:42][O:41]2)[CH3:29])=[C:7]([NH:13][C@H:14]2[CH2:19][CH2:18][CH2:17][N:16]([CH2:20][CH2:21][O:22][C:23](=[O:28])[C:24]([CH3:25])([CH3:27])[CH3:26])[CH2:15]2)[CH:8]=1. The yield is 0.660.